Dataset: Full USPTO retrosynthesis dataset with 1.9M reactions from patents (1976-2016). Task: Predict the reactants needed to synthesize the given product. (1) The reactants are: Cl.O.[OH:3][C:4]12[C:15]3[C:10](=[CH:11][CH:12]=[CH:13][C:14]=3[N+:16]([O-])=O)[C:9](=[O:19])[C:8]1([NH:20][C:21]([C:23]1[N:24]=[C:25]3[N:30]=[CH:29][CH:28]=[CH:27][N:26]3[CH:31]=1)=[O:22])[C:7]1[CH:32]=[CH:33][C:34]([CH:36]([CH3:38])[CH3:37])=[CH:35][C:6]=1[O:5]2. Given the product [NH2:16][C:14]1[CH:13]=[CH:12][CH:11]=[C:10]2[C:15]=1[C:4](=[O:3])[C:8]1([NH:20][C:21]([C:23]3[N:24]=[C:25]4[N:30]=[CH:29][CH:28]=[CH:27][N:26]4[CH:31]=3)=[O:22])[C:7]3[CH:32]=[CH:33][C:34]([CH:36]([CH3:37])[CH3:38])=[CH:35][C:6]=3[O:5][C:9]12[OH:19], predict the reactants needed to synthesize it. (2) Given the product [CH3:8][O:9][C:10]([C:12]1[CH:13]=[CH:14][C:15]2[S:19][C:18]([Cl:22])=[N:17][C:16]=2[CH:21]=1)=[O:11], predict the reactants needed to synthesize it. The reactants are: N(OC(C)(C)C)=O.[CH3:8][O:9][C:10]([C:12]1[CH:13]=[CH:14][C:15]2[S:19][C:18](N)=[N:17][C:16]=2[CH:21]=1)=[O:11].[ClH:22].